From a dataset of Reaction yield outcomes from USPTO patents with 853,638 reactions. Predict the reaction yield, written as a fraction of the theoretical maximum amount of product (1.0 means a 100% yield; for example, 0.34 means a 34% yield). (1) The reactants are [Cl-].[NH:2]1[CH:6]=[CH:5][CH:4]=[C:3]1[CH:7]=[N+](C)C.[Cl-].[Cl-].[Cl-].[Al+3].ClC(Cl)(Cl)[C:17](Cl)=[O:18].[CH3:22][O-:23].[Na+].C[OH:26]. The catalyst is ClCCCl. The product is [CH:7]([C:3]1[NH:2][CH:6]=[C:5]([C:22]([O:18][CH3:17])=[O:23])[CH:4]=1)=[O:26]. The yield is 0.600. (2) The reactants are [CH3:1][NH:2][CH:3]([CH2:5]/[CH:6]=[CH:7]/[C:8]1[CH:9]=[N:10][C:11]([OH:14])=[CH:12][CH:13]=1)[CH3:4].[C:15]([OH:20])(=[O:19])[C:16]([OH:18])=[O:17].CC(O)C. The catalyst is C(O)C. The product is [C:15]([OH:20])(=[O:19])[C:16]([OH:18])=[O:17].[CH3:1][NH:2][CH:3]([CH2:5]/[CH:6]=[CH:7]/[C:8]1[CH:9]=[N:10][C:11]([OH:14])=[CH:12][CH:13]=1)[CH3:4]. The yield is 0.710. (3) The reactants are [O-]CC.[Na+].C(O)C.[CH2:8]([CH:15](C(C)=O)[C:16]([O:18][CH2:19][CH3:20])=[O:17])[C:9]1[CH:14]=[CH:13][CH:12]=[CH:11][CH:10]=1.[Br:24]N1C(=O)CCC1=O. No catalyst specified. The product is [Br:24][C:14]1[C:9]([CH2:8][CH2:15][C:16]([O:18][CH2:19][CH3:20])=[O:17])=[CH:10][CH:11]=[CH:12][CH:13]=1. The yield is 0.837.